Dataset: Full USPTO retrosynthesis dataset with 1.9M reactions from patents (1976-2016). Task: Predict the reactants needed to synthesize the given product. Given the product [F:19][CH:20]1[CH2:25][CH2:24][N:23]([C:16]([C:13]2[S:14][CH:15]=[C:11]([C:7]3[S:6][C:5]([NH:4][C:1](=[O:3])[CH3:2])=[N:9][C:8]=3[CH3:10])[N:12]=2)=[O:17])[CH2:22][CH2:21]1, predict the reactants needed to synthesize it. The reactants are: [C:1]([NH:4][C:5]1[S:6][C:7]([C:11]2[N:12]=[C:13]([C:16](Cl)=[O:17])[S:14][CH:15]=2)=[C:8]([CH3:10])[N:9]=1)(=[O:3])[CH3:2].[F:19][CH:20]1[CH2:25][CH2:24][NH:23][CH2:22][CH2:21]1.C(N(CC)CC)C.